This data is from Peptide-MHC class I binding affinity with 185,985 pairs from IEDB/IMGT. The task is: Regression. Given a peptide amino acid sequence and an MHC pseudo amino acid sequence, predict their binding affinity value. This is MHC class I binding data. (1) The peptide sequence is SVFPFDGTR. The MHC is HLA-A26:03 with pseudo-sequence HLA-A26:03. The binding affinity (normalized) is 0.787. (2) The peptide sequence is AVLLPQYDVI. The MHC is H-2-Db with pseudo-sequence H-2-Db. The binding affinity (normalized) is 0.191. (3) The peptide sequence is KSLGIDQIW. The MHC is HLA-A02:01 with pseudo-sequence HLA-A02:01. The binding affinity (normalized) is 0.0847. (4) The peptide sequence is AMHYIRHRA. The MHC is HLA-A03:01 with pseudo-sequence HLA-A03:01. The binding affinity (normalized) is 0.0847. (5) The peptide sequence is GEDTVWEVQG. The MHC is HLA-B45:01 with pseudo-sequence HLA-B45:01. The binding affinity (normalized) is 0.233. (6) The peptide sequence is KCYGVSATK. The MHC is HLA-A11:01 with pseudo-sequence HLA-A11:01. The binding affinity (normalized) is 0.165.